Dataset: Catalyst prediction with 721,799 reactions and 888 catalyst types from USPTO. Task: Predict which catalyst facilitates the given reaction. (1) Reactant: [Br:1][C:2]1[CH:3]=[C:4](/[CH:9]=[CH:10]/[C:11]([NH:13][C:14]2([C:20]([NH:22][CH2:23][CH2:24][C:25]3[C:33]4[C:28](=[CH:29][CH:30]=[C:31]([F:34])[CH:32]=4)[NH:27][CH:26]=3)=[O:21])[CH2:19][CH2:18][NH:17][CH2:16][CH2:15]2)=[O:12])[CH:5]=[CH:6][C:7]=1[F:8].CCN(C(C)C)C(C)C.Cl[C:45]([O:47][CH3:48])=[O:46]. Product: [Br:1][C:2]1[CH:3]=[C:4](/[CH:9]=[CH:10]/[C:11]([NH:13][C:14]2([C:20](=[O:21])[NH:22][CH2:23][CH2:24][C:25]3[C:33]4[C:28](=[CH:29][CH:30]=[C:31]([F:34])[CH:32]=4)[NH:27][CH:26]=3)[CH2:19][CH2:18][N:17]([C:45]([O:47][CH3:48])=[O:46])[CH2:16][CH2:15]2)=[O:12])[CH:5]=[CH:6][C:7]=1[F:8]. The catalyst class is: 2. (2) Reactant: [Cl:1][C:2]1[CH:7]=[CH:6][C:5]([CH3:8])=[C:4]([N+:9]([O-])=O)[CH:3]=1. Product: [Cl:1][C:2]1[CH:7]=[CH:6][C:5]([CH3:8])=[C:4]([NH2:9])[CH:3]=1. The catalyst class is: 94. (3) Reactant: [CH2:1]([O:3][C:4]([N:6]1[C:10]2[C:11]([CH3:22])([CH3:21])[N:12](C(OC(C)(C)C)=O)[CH2:13][C:9]=2[C:8]([NH:23][C:24]([O:26][CH2:27][CH3:28])=[O:25])=[N:7]1)=[O:5])[CH3:2].Cl. The catalyst class is: 135. Product: [CH2:27]([O:26][C:24]([NH:23][C:8]1[C:9]2[CH2:13][NH:12][C:11]([CH3:22])([CH3:21])[C:10]=2[N:6]([C:4]([O:3][CH2:1][CH3:2])=[O:5])[N:7]=1)=[O:25])[CH3:28]. (4) Reactant: [Br:1][C:2]1[N:3]([CH3:12])[C:4]2[C:9]([N:10]=1)=[C:8](Cl)[N:7]=[CH:6][N:5]=2.C(N(C(C)C)CC)(C)C.Cl.[C:23]([C:25]1([C:31]2[CH:36]=[CH:35][CH:34]=[CH:33][CH:32]=2)[CH2:30][CH2:29][NH:28][CH2:27][CH2:26]1)#[N:24]. Product: [Br:1][C:2]1[N:3]([CH3:12])[C:4]2[C:9]([N:10]=1)=[C:8]([N:28]1[CH2:27][CH2:26][C:25]([C:31]3[CH:36]=[CH:35][CH:34]=[CH:33][CH:32]=3)([C:23]#[N:24])[CH2:30][CH2:29]1)[N:7]=[CH:6][N:5]=2. The catalyst class is: 3. (5) Reactant: Br[C:2]1[C:6](=[O:7])[C:5]([CH3:9])([CH3:8])[O:4][C:3]=1[C:10]1[CH:17]=[CH:16][C:13]([C:14]#[N:15])=[CH:12][CH:11]=1.CC1(C)C(C)(C)OB([C:26]2[CH:43]=[CH:42][C:29]([O:30][CH2:31][C:32]3[CH:41]=[CH:40][C:39]4[C:34](=[CH:35][CH:36]=[CH:37][CH:38]=4)[N:33]=3)=[CH:28][CH:27]=2)O1.C([O-])([O-])=O.[Cs+].[Cs+]. Product: [CH3:8][C:5]1([CH3:9])[O:4][C:3]([C:10]2[CH:17]=[CH:16][C:13]([C:14]#[N:15])=[CH:12][CH:11]=2)=[C:2]([C:26]2[CH:27]=[CH:28][C:29]([O:30][CH2:31][C:32]3[CH:41]=[CH:40][C:39]4[C:34](=[CH:35][CH:36]=[CH:37][CH:38]=4)[N:33]=3)=[CH:42][CH:43]=2)[C:6]1=[O:7]. The catalyst class is: 93.